Dataset: Full USPTO retrosynthesis dataset with 1.9M reactions from patents (1976-2016). Task: Predict the reactants needed to synthesize the given product. (1) Given the product [CH3:1][O:2][C:3]([C:4]1[C:18]([C:19]2[CH:24]=[CH:23][CH:22]=[CH:21][CH:20]=2)=[N:25][N:7]([C:8]2[CH:9]=[CH:10][C:11]([O:14][CH2:15][CH3:16])=[CH:12][CH:13]=2)[C:5]=1[CH3:6])=[O:17], predict the reactants needed to synthesize it. The reactants are: [CH3:1][O:2][C:3](=[O:17])/[CH:4]=[C:5](\[NH:7][C:8]1[CH:13]=[CH:12][C:11]([O:14][CH2:15][CH3:16])=[CH:10][CH:9]=1)/[CH3:6].[C:18](#[N:25])[C:19]1[CH:24]=[CH:23][CH:22]=[CH:21][CH:20]=1. (2) Given the product [F:1][C:2]([F:43])([F:42])[C:53]([OH:54])=[O:56].[C:50]([NH:49][C@@H:46]1[CH2:47][CH2:48][N:44]([CH2:53][C:31]2[N:30]=[C:29]([C:28]([NH:27][C:16]3[CH:17]=[CH:18][C:19]([N:21]4[CH2:26][CH2:25][CH2:24][CH2:23][CH2:22]4)=[CH:20][C:15]=3[C:11]3[CH:10]=[C:9]([C:8](=[O:38])[NH:7][CH2:6][C:5]4[CH:39]=[CH:40][CH:41]=[C:3]([C:2]([F:43])([F:1])[F:42])[CH:4]=4)[CH:14]=[CH:13][N:12]=3)=[O:37])[CH:34]=[CH:33][CH:32]=2)[CH2:45]1)(=[O:52])[CH3:51], predict the reactants needed to synthesize it. The reactants are: [F:1][C:2]([F:43])([F:42])[C:3]1[CH:4]=[C:5]([CH:39]=[CH:40][CH:41]=1)[CH2:6][NH:7][C:8](=[O:38])[C:9]1[CH:14]=[CH:13][N:12]=[C:11]([C:15]2[CH:20]=[C:19]([N:21]3[CH2:26][CH2:25][CH2:24][CH2:23][CH2:22]3)[CH:18]=[CH:17][C:16]=2[NH:27][C:28](=[O:37])[C:29]2(CCl)[CH:34]=[CH:33][CH:32]=[CH:31][NH:30]2)[CH:10]=1.[NH:44]1[CH2:48][CH2:47][C@@H:46]([NH:49][C:50](=[O:52])[CH3:51])[CH2:45]1.[C:53](=[O:56])([O-])[O-:54].[K+].[K+].[I-].[K+]. (3) Given the product [C:1]1([C:14]([OH:16])=[O:15])[C:10]2[C:5](=[CH:6][CH:7]=[CH:8][CH:9]=2)[C:4]([C:11]([OH:13])=[O:12])=[CH:3][CH:2]=1.[CH2:17]([C:28]1[NH:32][CH:31]=[CH:30][N:29]=1)[CH2:18][CH2:19][CH2:20][CH2:21][CH2:22][CH2:23][CH2:24][CH2:25][CH2:26][CH3:27], predict the reactants needed to synthesize it. The reactants are: [C:1]1([C:14]([OH:16])=[O:15])[C:10]2[C:5](=[CH:6][CH:7]=[CH:8][CH:9]=2)[C:4]([C:11]([OH:13])=[O:12])=[CH:3][CH:2]=1.[CH2:17]([C:28]1[NH:29][CH:30]=[CH:31][N:32]=1)[CH2:18][CH2:19][CH2:20][CH2:21][CH2:22][CH2:23][CH2:24][CH2:25][CH2:26][CH3:27].